From a dataset of Full USPTO retrosynthesis dataset with 1.9M reactions from patents (1976-2016). Predict the reactants needed to synthesize the given product. (1) Given the product [N:2]1([CH2:7][C:8]([NH:11][C@@H:12]([CH2:30][O:31][CH2:32][C:33]2[CH:38]=[CH:37][CH:36]=[CH:35][C:34]=2[O:39][C:40]([F:43])([F:41])[F:42])[C:13]([NH:15][C:16]2[CH:21]=[CH:20][C:19]([O:22][C:23]3[CH:24]=[CH:25][C:26]([F:29])=[CH:27][CH:28]=3)=[CH:18][CH:17]=2)=[O:14])=[O:10])[CH:6]=[N:5][CH:4]=[N:3]1, predict the reactants needed to synthesize it. The reactants are: Cl.[N:2]1([CH2:7][C:8]([OH:10])=O)[CH:6]=[N:5][CH:4]=[N:3]1.[NH2:11][C@@H:12]([CH2:30][O:31][CH2:32][C:33]1[CH:38]=[CH:37][CH:36]=[CH:35][C:34]=1[O:39][C:40]([F:43])([F:42])[F:41])[C:13]([NH:15][C:16]1[CH:21]=[CH:20][C:19]([O:22][C:23]2[CH:28]=[CH:27][C:26]([F:29])=[CH:25][CH:24]=2)=[CH:18][CH:17]=1)=[O:14]. (2) Given the product [C:1]1(=[O:7])[CH2:6][CH2:5][CH2:4][CH2:3][CH2:2]1.[CH:12]1([OH:13])[CH2:11][CH2:10][CH2:9][CH2:2][CH2:1]1.[CH:1]1([O:15][OH:16])[CH2:6][CH2:5][CH2:4][CH2:3][CH2:2]1, predict the reactants needed to synthesize it. The reactants are: [CH2:1]1[CH2:6][CH2:5][CH2:4][CH2:3][CH2:2]1.[OH:7]N1[C:12](=[O:13])[CH2:11][CH2:10][C:9]1=O.[O:15]=[O:16]. (3) Given the product [F:56][C:57]1[CH:58]=[CH:59][C:60]([CH2:61][N:62]([C:2]2[CH:17]=[CH:16][C:5]([O:6][C:7]3[CH:12]=[CH:11][N:10]=[C:9]([C:13](=[O:14])[NH2:15])[CH:8]=3)=[C:4]([F:18])[CH:3]=2)[C:63]([C:65]2([C:68]([NH2:30])=[O:70])[CH2:66][CH2:67]2)=[O:64])=[CH:71][CH:72]=1, predict the reactants needed to synthesize it. The reactants are: N[C:2]1[CH:17]=[CH:16][C:5]([O:6][C:7]2[CH:12]=[CH:11][N:10]=[C:9]([C:13]([NH2:15])=[O:14])[CH:8]=2)=[C:4]([F:18])[CH:3]=1.FC1C=C(NC(=O)CC(NC2C=CC(F)=CC=2)=O)C=CC=1OC1C=C[N:30]=C(NCCN2CCOCC2)C=1.[F:56][C:57]1[CH:72]=[CH:71][C:60]([CH2:61][NH:62][C:63]([C:65]2([C:68]([OH:70])=O)[CH2:67][CH2:66]2)=[O:64])=[CH:59][CH:58]=1.CN(C(ON1N=NC2C=CC=NC1=2)=[N+](C)C)C.F[P-](F)(F)(F)(F)F.CCN(C(C)C)C(C)C. (4) Given the product [Cl:12][C:13]1[CH:14]=[C:15]([CH:18]=[CH:19][C:20]=1[Cl:21])[CH2:16][O:1][C:2]1[CH:3]=[CH:4][C:5]([C:8](=[O:11])[CH:9]=[O:10])=[CH:6][CH:7]=1, predict the reactants needed to synthesize it. The reactants are: [OH:1][C:2]1[CH:7]=[CH:6][C:5]([C:8](=[O:11])[CH:9]=[O:10])=[CH:4][CH:3]=1.[Cl:12][C:13]1[CH:14]=[C:15]([CH:18]=[CH:19][C:20]=1[Cl:21])[CH2:16]Br.C(=O)([O-])[O-].[K+].[K+].O. (5) The reactants are: [OH:1][CH2:2][C:3]([NH:24][C:25](=[O:27])[CH3:26])([CH2:22][OH:23])[CH2:4][C:5]1[C:13]2[C:8](=[CH:9][C:10]([CH2:14][CH2:15][CH2:16][CH2:17][CH2:18][CH2:19][CH2:20][CH3:21])=[CH:11][CH:12]=2)[CH2:7][CH:6]=1.[Li+].[OH-]. Given the product [OH:23][CH2:22][C:3]([NH:24][C:25](=[O:27])[CH3:26])([CH2:2][OH:1])[CH2:4][CH:5]1[C:13]2[C:8](=[CH:9][C:10]([CH2:14][CH2:15][CH2:16][CH2:17][CH2:18][CH2:19][CH2:20][CH3:21])=[CH:11][CH:12]=2)[CH2:7][CH2:6]1, predict the reactants needed to synthesize it. (6) Given the product [CH3:26][N:32]([CH3:33])[C:12]([CH2:11][CH2:10][CH2:9][CH2:8][CH2:7][CH2:6][CH2:5][CH2:4][C:3]([O:2][CH3:1])=[O:15])=[O:13], predict the reactants needed to synthesize it. The reactants are: [CH3:1][O:2][C:3](=[O:15])[CH2:4][CH2:5][CH2:6][CH2:7][CH2:8][CH2:9][CH2:10][CH2:11][C:12](O)=[O:13].ON1C2C=CC=CC=2N=N1.[CH:26]1([N:32]=[C:33]=NC2CCCCC2)CCCCC1.CNC. (7) Given the product [ClH:61].[ClH:61].[ClH:61].[CH3:14][NH:13][CH2:15][CH2:16][CH2:17][CH2:18][NH:19][CH2:20][CH2:21][CH2:22][CH2:23][CH2:24][NH:25][CH3:26], predict the reactants needed to synthesize it. The reactants are: Br.C1(C)C=C(C)C=C(C)C=1S([N:13]([CH2:15][CH2:16][CH2:17][CH2:18][N:19](S(C1C(C)=CC(C)=CC=1C)(=O)=O)[CH2:20][CH2:21][CH2:22][CH2:23][CH2:24][N:25](S(C1C(C)=CC(C)=CC=1C)(=O)=O)[CH2:26]C)[CH3:14])(=O)=O.C1(O)C=CC=CC=1.C(Cl)[Cl:61]. (8) Given the product [CH3:23][C:24]([CH3:29])([CH3:28])[CH2:25][CH2:26][O:27][C:2]1[C:7]2[C:8](=[O:22])[C:9]3[CH:10]=[C:11]([C:16]4[CH:17]=[N:18][CH:19]=[N:20][CH:21]=4)[CH:12]=[CH:13][C:14]=3[O:15][C:6]=2[CH:5]=[CH:4][N:3]=1, predict the reactants needed to synthesize it. The reactants are: Cl[C:2]1[C:7]2[C:8](=[O:22])[C:9]3[CH:10]=[C:11]([C:16]4[CH:17]=[N:18][CH:19]=[N:20][CH:21]=4)[CH:12]=[CH:13][C:14]=3[O:15][C:6]=2[CH:5]=[CH:4][N:3]=1.[CH3:23][C:24]([CH3:29])([CH3:28])[CH2:25][CH2:26][OH:27].C(=O)([O-])[O-].[Cs+].[Cs+]. (9) Given the product [CH2:1]([O:3][C:4]([C:6]1[C:7](=[O:22])[C:8]2[C:13]([C:14]=1[C:15]1[CH:20]=[CH:19][CH:18]=[CH:17][CH:16]=1)=[CH:12][CH:11]=[C:10]([O:21][CH2:31][CH2:30][CH2:29][C:23]1[CH:28]=[CH:27][CH:26]=[CH:25][CH:24]=1)[CH:9]=2)=[O:5])[CH3:2], predict the reactants needed to synthesize it. The reactants are: [CH2:1]([O:3][C:4]([C:6]1[C:7](=[O:22])[C:8]2[C:13]([C:14]=1[C:15]1[CH:20]=[CH:19][CH:18]=[CH:17][CH:16]=1)=[CH:12][CH:11]=[C:10]([OH:21])[CH:9]=2)=[O:5])[CH3:2].[C:23]1([CH2:29][CH2:30][CH2:31]O)[CH:28]=[CH:27][CH:26]=[CH:25][CH:24]=1.C1(P(C2C=CC=CC=2)C2C=CC=CC=2)C=CC=CC=1.N(C(OCC)=O)=NC(OCC)=O. (10) Given the product [N+:8]([C:7]1[C:2]([NH:21][C@H:22]2[CH2:26][CH2:25][C@@H:24]([C:27]([O:29][CH2:30][CH3:31])=[O:28])[CH2:23]2)=[C:3]2[S:13][CH:12]=[CH:11][C:4]2=[N:5][CH:6]=1)([O-:10])=[O:9], predict the reactants needed to synthesize it. The reactants are: Cl[C:2]1[C:7]([N+:8]([O-:10])=[O:9])=[CH:6][N:5]=[C:4]2[CH:11]=[CH:12][S:13][C:3]=12.FC(F)(F)C(O)=O.[NH2:21][C@H:22]1[CH2:26][CH2:25][C@@H:24]([C:27]([O:29][CH2:30][CH3:31])=[O:28])[CH2:23]1.C(N(CC)C(C)C)(C)C.